Predict the product of the given reaction. From a dataset of Forward reaction prediction with 1.9M reactions from USPTO patents (1976-2016). (1) The product is: [CH3:1][C:2]1([CH:9]2[CH2:13][CH2:12][CH:11]([CH3:14])[CH2:10]2)[NH:6][C:5](=[O:7])[N:4]([CH2:16][C:17](=[O:18])[C:19]2[CH:24]=[CH:23][CH:22]=[CH:21][CH:20]=2)[C:3]1=[O:8]. Given the reactants [CH3:1][C:2]1([CH:9]2[CH2:13][CH2:12][CH:11]([CH3:14])[CH2:10]2)[NH:6][C:5](=[O:7])[NH:4][C:3]1=[O:8].Br[CH2:16][C:17]([C:19]1[CH:24]=[CH:23][CH:22]=[CH:21][CH:20]=1)=[O:18], predict the reaction product. (2) Given the reactants Br[C:2]1[CH:3]=[C:4]([N:8]2[C:16]3[CH:15]=[C:14]([N:17]4[CH2:21][CH2:20][CH2:19][CH2:18]4)[N:13]=[CH:12][C:11]=3[C:10]([C:22]([NH2:24])=[O:23])=[N:9]2)[CH:5]=[CH:6][CH:7]=1.[C:25]([C@:27]1([OH:34])[CH2:31][CH2:30][N:29]([CH3:32])[C:28]1=[O:33])#[CH:26], predict the reaction product. The product is: [OH:34][C@@:27]1([C:25]#[C:26][C:2]2[CH:3]=[C:4]([N:8]3[C:16]4[CH:15]=[C:14]([N:17]5[CH2:18][CH2:19][CH2:20][CH2:21]5)[N:13]=[CH:12][C:11]=4[C:10]([C:22]([NH2:24])=[O:23])=[N:9]3)[CH:5]=[CH:6][CH:7]=2)[CH2:31][CH2:30][N:29]([CH3:32])[C:28]1=[O:33]. (3) Given the reactants CC([OH:5])(C)C.CC[C@@H]1[C@@H]2C[C@H]([C@@H](OC3C4C(=CC=CC=4)C(O[C@@H](C4C=CN=C5C=4C=C(OC)C=C5)[C@@H]4N5C[C@H](CC)[C@@H](CC5)C4)=NN=3)C3C=CN=C4C=3C=C(OC)C=C4)N(CC2)C1.CS(N)(=O)=O.[CH3:69][O:70][N:71]([CH3:77])[C:72](=[O:76])[C:73]([CH3:75])=[CH2:74].[OH2:78], predict the reaction product. The product is: [OH:78][C@@:73]([CH3:75])([CH2:74][OH:5])[C:72]([N:71]([O:70][CH3:69])[CH3:77])=[O:76]. (4) Given the reactants [F:1][C:2]1[CH:16]=[CH:15][C:5]([O:6][C:7]2[N:12]=[CH:11][C:10]([CH:13]=O)=[CH:9][CH:8]=2)=[CH:4][CH:3]=1.[N+:17]([CH3:20])([O-:19])=[O:18].C([O-])(=O)C.[NH4+].[BH4-].[Na+], predict the reaction product. The product is: [F:1][C:2]1[CH:16]=[CH:15][C:5]([O:6][C:7]2[CH:8]=[CH:9][C:10]([CH2:13][CH2:20][N+:17]([O-:19])=[O:18])=[CH:11][N:12]=2)=[CH:4][CH:3]=1. (5) Given the reactants FC(F)(F)C(O)=O.[Cl:8][C:9]1[CH:14]=[CH:13][C:12]([NH:15][C:16](=[O:30])[NH:17][C:18]2[S:26][C:21]3[CH2:22][NH:23][CH2:24][CH2:25][C:20]=3[C:19]=2[C:27]([NH2:29])=[O:28])=[CH:11][CH:10]=1.S([O-])([O-])(=O)=O.[Mg+2].[Cl:37][CH2:38][CH:39]=O.C([BH3-])#N.[Na+], predict the reaction product. The product is: [Cl:37][CH2:38][CH2:39][N:23]1[CH2:24][CH2:25][C:20]2[C:19]([C:27]([NH2:29])=[O:28])=[C:18]([NH:17][C:16]([NH:15][C:12]3[CH:11]=[CH:10][C:9]([Cl:8])=[CH:14][CH:13]=3)=[O:30])[S:26][C:21]=2[CH2:22]1. (6) Given the reactants [C:20]12(P([C:16]34[CH2:25][CH:20]5[CH2:21][CH:22]([CH2:24]C([CH2:19]5)C3)[CH2:23]4)CCCC)[CH2:25][CH:16]3CC([CH2:24][CH:22]([CH2:23]3)[CH2:21]1)[CH2:19]2.[Si:26]([O:33][CH2:34][CH2:35][CH2:36][C@@H:37]([NH:42][C:43]1[N:51]=[C:50]([C:52]#[N:53])[N:49]=[C:48]2[C:44]=1[N:45]([CH2:54][C:55]1[CH:60]=[CH:59][C:58]([C:61]([F:64])([F:63])[F:62])=[CH:57][CH:56]=1)C=[N:47]2)[CH:38]1[CH2:41][CH2:40][CH2:39]1)([C:29]([CH3:32])([CH3:31])[CH3:30])([CH3:28])[CH3:27].BrC1C=CC=C(C)C=1.C(=O)([O-])[O-].[K+].[K+].C(O)(=O)C(C)(C)C, predict the reaction product. The product is: [Si:26]([O:33][CH2:34][CH2:35][CH2:36][C@@H:37]([NH:42][C:43]1[N:51]=[C:50]([C:52]#[N:53])[N:49]=[C:48]2[C:44]=1[N:45]([CH2:54][C:55]1[CH:60]=[CH:59][C:58]([C:61]([F:62])([F:63])[F:64])=[CH:57][CH:56]=1)[C:24]([C:22]1[CH:23]=[CH:16][CH:25]=[C:20]([CH3:19])[CH:21]=1)=[N:47]2)[CH:38]1[CH2:41][CH2:40][CH2:39]1)([C:29]([CH3:32])([CH3:30])[CH3:31])([CH3:28])[CH3:27]. (7) The product is: [CH:1]1([C:4]([C:6]2[CH:7]=[N:8][C:9]3[C:14]([C:15]=2[NH:16][C:17]2[CH:18]=[N:19][C:20]([N:23]4[CH2:24][CH2:25][NH:26][CH2:27][CH2:28]4)=[N:21][CH:22]=2)=[CH:13][C:12]([C:36]2[CH:37]=[C:38]([Cl:44])[C:39]([OH:43])=[C:40]([Cl:42])[CH:41]=2)=[CH:11][CH:10]=3)=[O:5])[CH2:2][CH2:3]1. Given the reactants [CH:1]1([C:4]([C:6]2[CH:7]=[N:8][C:9]3[C:14]([C:15]=2[NH:16][C:17]2[CH:18]=[N:19][C:20]([N:23]4[CH2:28][CH2:27][N:26](C(OC(C)(C)C)=O)[CH2:25][CH2:24]4)=[N:21][CH:22]=2)=[CH:13][C:12]([C:36]2[CH:41]=[C:40]([Cl:42])[C:39]([OH:43])=[C:38]([Cl:44])[CH:37]=2)=[CH:11][CH:10]=3)=[O:5])[CH2:3][CH2:2]1.C(O)(C(F)(F)F)=O, predict the reaction product. (8) Given the reactants [CH2:1]([C:4]1[CH:9]=[CH:8][C:7]([CH2:10]O)=[CH:6][C:5]=1[C:12]([F:15])([F:14])[F:13])[CH2:2][CH3:3].S(Cl)([Cl:18])=O, predict the reaction product. The product is: [Cl:18][CH2:10][C:7]1[CH:8]=[CH:9][C:4]([CH2:1][CH2:2][CH3:3])=[C:5]([C:12]([F:15])([F:14])[F:13])[CH:6]=1.